Dataset: Full USPTO retrosynthesis dataset with 1.9M reactions from patents (1976-2016). Task: Predict the reactants needed to synthesize the given product. (1) Given the product [OH:1][C@H:2]1[CH2:11][CH2:10][C@@H:9]2[C@@H:4]([CH2:5][C@@H:6]([C:16]([OH:18])=[O:17])[N:7]([C:12]([O:14][CH3:15])=[O:13])[CH2:8]2)[CH2:3]1, predict the reactants needed to synthesize it. The reactants are: [O:1]=[C:2]1[CH2:11][CH2:10][C@@H:9]2[C@@H:4]([CH2:5][C@@H:6]([C:16]([OH:18])=[O:17])[N:7]([C:12]([O:14][CH3:15])=[O:13])[CH2:8]2)[CH2:3]1.CCC(C)[BH-](C(C)CC)C(C)CC.[Li+]. (2) Given the product [C:28]12([CH2:38][C:39]([NH:21][C:17]3[CH:16]=[CH:15][CH:14]=[C:13]4[C:18]=3[CH:19]=[CH:20][N:11]([C@@H:6]([CH2:5][OH:4])[CH2:7][CH:8]([CH3:9])[CH3:10])[C:12]4=[O:22])=[O:40])[CH2:35][CH:34]3[CH2:33][CH:32]([CH2:31][CH:30]([CH2:36]3)[CH2:29]1)[CH2:37]2, predict the reactants needed to synthesize it. The reactants are: C([O:4][CH2:5][C@H:6]([N:11]1[CH:20]=[CH:19][C:18]2[C:13](=[CH:14][CH:15]=[CH:16][C:17]=2[NH2:21])[C:12]1=[O:22])[CH2:7][CH:8]([CH3:10])[CH3:9])(=O)C.CN(C)C=O.[C:28]12([CH2:38][C:39](O)=[O:40])[CH2:37][CH:32]3[CH2:33][CH:34]([CH2:36][CH:30]([CH2:31]3)[CH2:29]1)[CH2:35]2.F[P-](F)(F)(F)(F)F.C[N+](C)=C(N(C)C)ON1C2N=CC=CC=2N=N1.C(N(CC)C(C)C)(C)C. (3) Given the product [CH3:17][Si:16]([CH3:19])([CH3:18])[CH2:15][CH2:14][O:13][CH2:12][N:9]1[C:5]2=[N:6][CH:7]=[CH:8][C:3]([N:1]3[CH:30]=[C:29]([C:21]4[O:20][C:24]5[CH:25]=[CH:26][CH:27]=[CH:28][C:23]=5[N:22]=4)[CH:32]=[N:2]3)=[C:4]2[CH:11]=[CH:10]1, predict the reactants needed to synthesize it. The reactants are: [NH:1]([C:3]1[CH:8]=[CH:7][N:6]=[C:5]2[N:9]([CH2:12][O:13][CH2:14][CH2:15][Si:16]([CH3:19])([CH3:18])[CH3:17])[CH:10]=[CH:11][C:4]=12)[NH2:2].[O:20]1[C:24]2[CH:25]=[CH:26][CH:27]=[CH:28][C:23]=2[N:22]=[C:21]1[CH:29]([CH:32]=O)[CH:30]=O.C1(C)C=CC=CC=1. (4) Given the product [OH2:2].[CH:9]1([C:6]2[CH:7]=[CH:8][C:1]([OH:2])=[CH:3][C:4]=2[OH:5])[CH2:13][CH2:12][CH2:11][CH2:10]1, predict the reactants needed to synthesize it. The reactants are: [C:1]1([CH:8]=[CH:7][CH:6]=[C:4]([OH:5])[CH:3]=1)[OH:2].[CH:9]1(O)[CH2:13][CH2:12][CH2:11][CH2:10]1.OP(O)(O)=O. (5) Given the product [Cl:26][C:27]1[CH:35]=[CH:34][C:30]([C:31]([NH:1][C:2]2[CH:7]=[CH:6][C:5]([C:8]([C:10]3[N:11]([C:15]4[CH:20]=[CH:19][N:18]=[C:17]([NH:21][CH2:22][C@@H:23]([OH:25])[CH3:24])[N:16]=4)[CH:12]=[CH:13][N:14]=3)=[O:9])=[CH:4][CH:3]=2)=[O:32])=[CH:29][CH:28]=1, predict the reactants needed to synthesize it. The reactants are: [NH2:1][C:2]1[CH:7]=[CH:6][C:5]([C:8]([C:10]2[N:11]([C:15]3[CH:20]=[CH:19][N:18]=[C:17]([NH:21][CH2:22][C@@H:23]([OH:25])[CH3:24])[N:16]=3)[CH:12]=[CH:13][N:14]=2)=[O:9])=[CH:4][CH:3]=1.[Cl:26][C:27]1[CH:35]=[CH:34][C:30]([C:31](O)=[O:32])=[CH:29][CH:28]=1.CCN=C=NCCCN(C)C.C1C=CC2N(O)N=NC=2C=1. (6) Given the product [CH:1]1([C:4]2[CH:5]=[CH:6][C:7]3[C:13](=[O:14])[N:12]([C:15]4[CH:22]=[CH:21][CH:20]=[C:19]([C:23]5[CH:28]=[C:27]([NH:29][C:30]6[CH:35]=[CH:34][C:33]([C:36]([N:38]7[CH2:43][CH2:42][O:41][CH2:40][CH2:39]7)=[O:37])=[CH:32][N:31]=6)[C:26](=[O:44])[N:25]([CH3:45])[CH:24]=5)[C:16]=4[CH2:17][OH:18])[CH2:11][CH2:10][NH:9][C:8]=3[CH:46]=2)[CH2:2][CH2:3]1, predict the reactants needed to synthesize it. The reactants are: [CH:1]1([C:4]2[CH:5]=[CH:6][C:7]3[C:13](=[O:14])[N:12]([C:15]4[CH:22]=[CH:21][CH:20]=[C:19]([C:23]5[CH:28]=[C:27]([NH:29][C:30]6[CH:35]=[CH:34][C:33]([C:36]([N:38]7[CH2:43][CH2:42][O:41][CH2:40][CH2:39]7)=[O:37])=[CH:32][N:31]=6)[C:26](=[O:44])[N:25]([CH3:45])[CH:24]=5)[C:16]=4[CH:17]=[O:18])[CH2:11][CH2:10][NH:9][C:8]=3[CH:46]=2)[CH2:3][CH2:2]1.C(O)C.[BH4-].[Na+]. (7) Given the product [Cl:26][C:27]1[CH:35]=[C:34]([Cl:36])[CH:33]=[CH:32][C:28]=1[C:29]([NH:2][CH2:1][C:3]1([C:16]2[C:21]([O:22][CH2:23][O:24][CH3:25])=[CH:20][CH:19]=[CH:18][N:17]=2)[CH2:8][CH2:7][N:6]([C:9]([O:11][C:12]([CH3:15])([CH3:14])[CH3:13])=[O:10])[CH2:5][CH2:4]1)=[O:30], predict the reactants needed to synthesize it. The reactants are: [C:1]([C:3]1([C:16]2[C:21]([O:22][CH2:23][O:24][CH3:25])=[CH:20][CH:19]=[CH:18][N:17]=2)[CH2:8][CH2:7][N:6]([C:9]([O:11][C:12]([CH3:15])([CH3:14])[CH3:13])=[O:10])[CH2:5][CH2:4]1)#[N:2].[Cl:26][C:27]1[CH:35]=[C:34]([Cl:36])[CH:33]=[CH:32][C:28]=1[C:29](Cl)=[O:30]. (8) Given the product [O:32]=[S:33]1(=[O:35])[C:6]2[CH:7]=[CH:8][CH:9]=[CH:10][C:5]=2[N:4]([C:11]2[C:16]([CH2:17][N:18]([C:25]3[CH:26]=[N:27][CH:28]=[CH:29][CH:30]=3)[C:19]3[CH:20]=[N:21][CH:22]=[CH:23][CH:24]=3)=[CH:15][CH:14]=[CH:13][N:12]=2)[CH2:3][CH2:2]1, predict the reactants needed to synthesize it. The reactants are: S1[C:6]2[CH:7]=[CH:8][CH:9]=[CH:10][C:5]=2[N:4]([C:11]2[C:16]([CH2:17][N:18]([C:25]3[CH:26]=[N:27][CH:28]=[CH:29][CH:30]=3)[C:19]3[CH:20]=[N:21][CH:22]=[CH:23][CH:24]=3)=[CH:15][CH:14]=[CH:13][N:12]=2)[CH2:3][CH2:2]1.O[O:32][S:33]([O-:35])=O.[K+]. (9) The reactants are: [C:1]([C:3]1[CH:19]=[CH:18][C:6]([CH2:7][NH:8][C:9](=[O:17])[C:10]2[CH:15]=[C:14]([CH3:16])[CH:13]=[N:12][CH:11]=2)=[C:5]([OH:20])[CH:4]=1)#[N:2].I[CH2:22][C:23]([NH2:25])=[O:24]. Given the product [C:23]([CH2:22][O:20][C:5]1[CH:4]=[C:3]([C:1]#[N:2])[CH:19]=[CH:18][C:6]=1[CH2:7][NH:8][C:9](=[O:17])[C:10]1[CH:15]=[C:14]([CH3:16])[CH:13]=[N:12][CH:11]=1)(=[O:24])[NH2:25], predict the reactants needed to synthesize it. (10) Given the product [Na+:20].[F:1][C:2]1[CH:7]=[CH:6][C:5]([CH2:8][C:9](=[O:11])[CH3:10])=[CH:4][C:3]=1[S:12]([O-:14])=[O:13], predict the reactants needed to synthesize it. The reactants are: [F:1][C:2]1[CH:7]=[CH:6][C:5]([CH2:8][C:9](=[O:11])[CH3:10])=[CH:4][C:3]=1[S:12](Cl)(=[O:14])=[O:13].S([O-])([O-])=O.[Na+:20].[Na+].C(=O)([O-])O.[Na+].